From a dataset of Full USPTO retrosynthesis dataset with 1.9M reactions from patents (1976-2016). Predict the reactants needed to synthesize the given product. (1) Given the product [CH:1]1([N:5]2[CH2:11][CH2:10][C:9]3[S:12][C:13]([C:15]4[CH:16]=[CH:17][C:18]([C:21]([NH2:24])=[O:22])=[N:19][CH:20]=4)=[N:14][C:8]=3[CH2:7][CH2:6]2)[CH2:2][CH2:3][CH2:4]1, predict the reactants needed to synthesize it. The reactants are: [CH:1]1([N:5]2[CH2:11][CH2:10][C:9]3[S:12][C:13]([C:15]4[CH:16]=[CH:17][C:18]([C:21](O)=[O:22])=[N:19][CH:20]=4)=[N:14][C:8]=3[CH2:7][CH2:6]2)[CH2:4][CH2:3][CH2:2]1.[NH3:24]. (2) The reactants are: [Cl:1][C:2]1[CH:7]=[CH:6][C:5]([CH:8]2[CH:12]([C:13]3[CH:18]=[CH:17][C:16]([Cl:19])=[CH:15][CH:14]=3)[NH:11][C:10]([C:20]3[C:21]([O:26][CH2:27][CH3:28])=[N:22][CH:23]=[CH:24][CH:25]=3)=[N:9]2)=[CH:4][CH:3]=1.C(N(CC)CC)C.[C:36](Cl)([Cl:38])=[O:37]. Given the product [Cl:1][C:2]1[CH:3]=[CH:4][C:5]([CH:8]2[CH:12]([C:13]3[CH:14]=[CH:15][C:16]([Cl:19])=[CH:17][CH:18]=3)[N:11]([C:36]([Cl:38])=[O:37])[C:10]([C:20]3[C:21]([O:26][CH2:27][CH3:28])=[N:22][CH:23]=[CH:24][CH:25]=3)=[N:9]2)=[CH:6][CH:7]=1, predict the reactants needed to synthesize it. (3) Given the product [C:1]([C:5]1[CH:6]=[CH:7][C:8]([C:11]2[CH:16]=[C:15](/[CH:17]=[CH:18]/[CH2:19][O:20][C:21]3[CH:26]=[CH:25][C:24]([CH2:27][C@H:28]([O:34][CH2:35][CH3:36])[C:29]([OH:31])=[O:30])=[CH:23][CH:22]=3)[CH:14]=[C:13]([C:37]3[CH:42]=[CH:41][C:40]([C:43]([CH3:44])([CH3:46])[CH3:45])=[CH:39][CH:38]=3)[CH:12]=2)=[CH:9][CH:10]=1)([CH3:4])([CH3:2])[CH3:3], predict the reactants needed to synthesize it. The reactants are: [C:1]([C:5]1[CH:10]=[CH:9][C:8]([C:11]2[CH:16]=[C:15](/[CH:17]=[CH:18]/[CH2:19][O:20][C:21]3[CH:26]=[CH:25][C:24]([CH2:27][C@H:28]([O:34][CH2:35][CH3:36])[C:29]([O:31]CC)=[O:30])=[CH:23][CH:22]=3)[CH:14]=[C:13]([C:37]3[CH:42]=[CH:41][C:40]([C:43]([CH3:46])([CH3:45])[CH3:44])=[CH:39][CH:38]=3)[CH:12]=2)=[CH:7][CH:6]=1)([CH3:4])([CH3:3])[CH3:2].[OH-].[Na+]. (4) Given the product [NH2:9][CH2:10][C@@H:11]1[O:15][C:14](=[O:16])[N:13]([C:17]2[CH:22]=[CH:21][C:20]([C:23]([OH:25])=[O:24])=[C:19]([F:30])[CH:18]=2)[CH2:12]1, predict the reactants needed to synthesize it. The reactants are: Cl[Si](C)(C)C.ClCCl.[NH2:9][CH2:10][C@@H:11]1[O:15][C:14](=[O:16])[N:13]([C:17]2[CH:22]=[CH:21][C:20]([C:23]([O:25]C(C)(C)C)=[O:24])=[C:19]([F:30])[CH:18]=2)[CH2:12]1. (5) Given the product [I:1][C:2]([C:5]([C:8]([C:11]([C:14]([C:17]([S:20]([Cl:24])(=[O:22])=[O:21])([F:19])[F:18])([F:16])[F:15])([F:13])[F:12])([F:10])[F:9])([F:7])[F:6])([F:4])[F:3], predict the reactants needed to synthesize it. The reactants are: [I:1][C:2]([C:5]([C:8]([C:11]([C:14]([C:17]([S:20]([O:22][Na])=[O:21])([F:19])[F:18])([F:16])[F:15])([F:13])[F:12])([F:10])[F:9])([F:7])[F:6])([F:4])[F:3].[Cl:24]Cl. (6) Given the product [CH2:43]([C:33]1[CH:32]=[C:31]([NH:30][C:29]([NH:1][C@@H:2]2[CH2:7][CH2:6][CH2:5][CH2:4][C@H:3]2[CH2:8][N:9]([CH:10]2[CH2:19][CH2:18][C:17]3[C:12](=[CH:13][CH:14]=[C:15]([F:20])[CH:16]=3)[CH2:11]2)[CH3:21])=[O:28])[CH:36]=[C:35]([C:37]2[N:41]([CH3:42])[N:40]=[N:39][N:38]=2)[CH:34]=1)[CH3:44], predict the reactants needed to synthesize it. The reactants are: [NH2:1][C@@H:2]1[CH2:7][CH2:6][CH2:5][CH2:4][C@H:3]1[CH2:8][N:9]([CH3:21])[CH:10]1[CH2:19][CH2:18][C:17]2[C:12](=[CH:13][CH:14]=[C:15]([F:20])[CH:16]=2)[CH2:11]1.C1([O:28][C:29](=O)[NH:30][C:31]2[CH:36]=[C:35]([C:37]3[N:41]([CH3:42])[N:40]=[N:39][N:38]=3)[CH:34]=[C:33]([CH2:43][CH3:44])[CH:32]=2)C=CC=CC=1.C(N(CC)CC)C. (7) Given the product [Br:1][C:2]1[CH:7]=[C:6]([C:8](=[O:10])[CH3:9])[C:5]([F:11])=[CH:4][N:3]=1, predict the reactants needed to synthesize it. The reactants are: [Br:1][C:2]1[CH:7]=[C:6]([CH:8]([OH:10])[CH3:9])[C:5]([F:11])=[CH:4][N:3]=1. (8) Given the product [Br:27][CH2:13][C:14]1[CH:23]=[C:22]([N+:24]([O-:26])=[O:25])[CH:21]=[CH:20][C:15]=1[C:16]([O:18][CH3:19])=[O:17], predict the reactants needed to synthesize it. The reactants are: N(C(C)(C)C#N)=NC(C)(C)C#N.[CH3:13][C:14]1[CH:23]=[C:22]([N+:24]([O-:26])=[O:25])[CH:21]=[CH:20][C:15]=1[C:16]([O:18][CH3:19])=[O:17].[Br:27]N1C(=O)CCC1=O. (9) Given the product [Cl:1][C:2]1[CH:11]=[C:10]2[C:5]([C:6]([N:12]3[CH2:17][CH2:16][N:15]([C:60](=[O:61])/[CH:59]=[CH:58]/[CH2:57][N:56]([CH3:63])[CH3:55])[CH:14]([C:18]([NH2:20])=[O:19])[CH2:13]3)=[N:7][CH:8]=[N:9]2)=[CH:4][C:3]=1[C:21]1[CH:26]=[CH:25][C:24]([Cl:27])=[CH:23][CH:22]=1, predict the reactants needed to synthesize it. The reactants are: [Cl:1][C:2]1[CH:11]=[C:10]2[C:5]([C:6]([N:12]3[CH2:17][CH2:16][NH:15][CH:14]([C:18]([NH2:20])=[O:19])[CH2:13]3)=[N:7][CH:8]=[N:9]2)=[CH:4][C:3]=1[C:21]1[CH:26]=[CH:25][C:24]([Cl:27])=[CH:23][CH:22]=1.F[P-](F)(F)(F)(F)F.N1(O[P+](N(C)C)(N(C)C)N(C)C)C2C=CC=CC=2N=N1.[CH3:55][N:56]([CH3:63])[CH2:57]/[CH:58]=[CH:59]/[C:60](O)=[O:61].CCN(C(C)C)C(C)C.